This data is from Reaction yield outcomes from USPTO patents with 853,638 reactions. The task is: Predict the reaction yield, written as a fraction of the theoretical maximum amount of product (1.0 means a 100% yield; for example, 0.34 means a 34% yield). (1) The reactants are [OH:1][C@:2]([CH3:38])([CH2:36][I:37])[C:3](=[O:35])[C@@H:4]([NH:12][C:13](=[O:34])[C@@H:14]([NH:18][C:19](=[O:33])[C@@H:20]([NH:24][C:25]([C:27]1[S:31][C:30]([CH3:32])=[N:29][CH:28]=1)=[O:26])[CH2:21][O:22][CH3:23])[CH2:15][O:16][CH3:17])[CH2:5][C:6]1[CH:11]=[CH:10][CH:9]=[CH:8][CH:7]=1.[CH2:39]([O:41][C:42](=[O:53])[C:43](O[C:43](=[O:44])[C:42](=[O:53])[O:41][CH2:39][CH3:40])=[O:44])[CH3:40]. The catalyst is CN(C1C=CN=CC=1)C.N1C=CC=CC=1.O.ClCCl. The product is [C:42]([O:41][CH2:39][CH3:40])(=[O:53])[C:43]([O:1][C@@:2]([CH3:38])([C:3](=[O:35])[C@@H:4]([NH:12][C:13](=[O:34])[C@@H:14]([NH:18][C:19](=[O:33])[C@@H:20]([NH:24][C:25]([C:27]1[S:31][C:30]([CH3:32])=[N:29][CH:28]=1)=[O:26])[CH2:21][O:22][CH3:23])[CH2:15][O:16][CH3:17])[CH2:5][C:6]1[CH:7]=[CH:8][CH:9]=[CH:10][CH:11]=1)[CH2:36][I:37])=[O:44]. The yield is 0.530. (2) The reactants are [CH:1]1[CH:2]=[CH:3][C:4]([C@@H:7]2[N:16]([C:17]([O:19][C@@H:20]3[CH:25]4[CH2:26][CH2:27][N:22]([CH2:23][CH2:24]4)[CH2:21]3)=[O:18])[CH2:15][CH2:14][C:13]3[CH:12]=[CH:11][CH:10]=[CH:9][C:8]2=3)=[CH:5][CH:6]=1.C1(C2C3C(=CC=CC=3)CCN2C(OC(CCCCC)CC)=O)C=CC=CC=1.C1([C@H]2C3C(=CC=CC=3)CCN2C(O[C@H]2C3CCN(CC3)C2)=O)C=CC=CC=1.C1([C@H]2C3C(=CC=CC=3)CCN2)C=CC=CC=1.[ClH:98]. The catalyst is CC(CC)=O.CO. The product is [CH2:24]1[CH:25]2[C@@H:20]([O:19][C:17]([N:16]3[C@@H:7]([C:4]4[CH:5]=[CH:6][CH:1]=[CH:2][CH:3]=4)[C:8]4[C:13](=[CH:12][CH:11]=[CH:10][CH:9]=4)[CH2:14][CH2:15]3)=[O:18])[CH2:21][N:22]([CH2:27][CH2:26]2)[CH2:23]1.[ClH:98]. The yield is 0.420. (3) The reactants are [C:1]1([C:7]2[N:8]=[CH:9][NH:10][C:11]=2[C:12]2[CH:17]=[CH:16][CH:15]=[CH:14][CH:13]=2)[CH:6]=[CH:5][CH:4]=[CH:3][CH:2]=1.[H-].[Na+].[CH3:20][Si:21]([CH2:24][CH2:25][O:26][CH2:27]Cl)([CH3:23])[CH3:22]. No catalyst specified. The product is [C:1]1([C:7]2[N:8]=[CH:9][N:10]([CH2:27][O:26][CH2:25][CH2:24][Si:21]([CH3:23])([CH3:22])[CH3:20])[C:11]=2[C:12]2[CH:13]=[CH:14][CH:15]=[CH:16][CH:17]=2)[CH:6]=[CH:5][CH:4]=[CH:3][CH:2]=1. The yield is 0.640. (4) The reactants are C([N:8]1[C:16]2[C:15](=[O:17])[N:14]([CH2:18][CH2:19][CH2:20][OH:21])[C:13](=[O:22])[N:12]([CH2:23][CH3:24])[C:11]=2[N:10]=[C:9]1[O:25][C:26]1[CH:31]=[CH:30][CH:29]=[C:28]([O:32][C:33]([F:36])([F:35])[F:34])[CH:27]=1)C1C=CC=CC=1.C([O-])=O.[NH4+]. The catalyst is C(O)C.[Pd]. The product is [CH2:23]([N:12]1[C:11]2[N:10]=[C:9]([O:25][C:26]3[CH:31]=[CH:30][CH:29]=[C:28]([O:32][C:33]([F:35])([F:36])[F:34])[CH:27]=3)[NH:8][C:16]=2[C:15](=[O:17])[N:14]([CH2:18][CH2:19][CH2:20][OH:21])[C:13]1=[O:22])[CH3:24]. The yield is 1.00. (5) The reactants are [N+:1]([C:4]1[CH:12]=[C:11]2[C:7]([CH:8]=[CH:9][NH:10]2)=[CH:6][CH:5]=1)([O-:3])=[O:2].CCN(C(C)C)C(C)C.[C:22](Br)([CH3:25])([CH3:24])[CH3:23]. The catalyst is CCCC[N+](CCCC)(CCCC)CCCC.[I-].C1(C)C=CC=CC=1.[O-]S(C(F)(F)F)(=O)=O.[Zn+2].[O-]S(C(F)(F)F)(=O)=O. The product is [C:22]([C:8]1[C:7]2[C:11](=[CH:12][C:4]([N+:1]([O-:3])=[O:2])=[CH:5][CH:6]=2)[NH:10][CH:9]=1)([CH3:25])([CH3:24])[CH3:23]. The yield is 0.190. (6) The reactants are CO[C:3](=[O:24])[C:4]1[CH:9]=[CH:8][C:7]([O:10][CH2:11][C:12]2[C:13]([C:18]3[CH:23]=[CH:22][CH:21]=[CH:20][CH:19]=3)=[N:14][O:15][C:16]=2[CH3:17])=[N:6][CH:5]=1.[NH2:25][CH2:26][CH2:27][CH2:28][CH2:29][CH2:30][OH:31]. No catalyst specified. The product is [OH:31][CH2:30][CH2:29][CH2:28][CH2:27][CH2:26][NH:25][C:3](=[O:24])[C:4]1[CH:9]=[CH:8][C:7]([O:10][CH2:11][C:12]2[C:13]([C:18]3[CH:19]=[CH:20][CH:21]=[CH:22][CH:23]=3)=[N:14][O:15][C:16]=2[CH3:17])=[N:6][CH:5]=1. The yield is 0.140. (7) The reactants are [Si:1]([O:8][CH2:9][C:10]1[NH:18][C:13]2=[N:14][CH:15]=[CH:16][CH:17]=[C:12]2[CH:11]=1)([C:4]([CH3:7])([CH3:6])[CH3:5])([CH3:3])[CH3:2].[C:19]([O:23][CH3:24])(=[O:22])[CH:20]=[CH2:21].N12CCCN=C1CCCCC2. The catalyst is C(#N)C. The product is [Si:1]([O:8][CH2:9][C:10]1[N:18]([CH2:21][CH2:20][C:19]([O:23][CH3:24])=[O:22])[C:13]2=[N:14][CH:15]=[CH:16][CH:17]=[C:12]2[CH:11]=1)([C:4]([CH3:7])([CH3:5])[CH3:6])([CH3:3])[CH3:2]. The yield is 0.980. (8) The reactants are [F:1][C:2]1[CH:7]=[C:6]([C:8]([F:11])([F:10])[F:9])[CH:5]=[CH:4][C:3]=1[C:12]1[N:16]=[N:15][N:14]([C:17]2[CH:22]=[CH:21][C:20]([O:23]C)=[CH:19][CH:18]=2)[C:13]=1[NH2:25].B(Br)(Br)Br.CO.[OH-].[Na+]. The catalyst is ClCCl.O. The product is [NH2:25][C:13]1[N:14]([C:17]2[CH:22]=[CH:21][C:20]([OH:23])=[CH:19][CH:18]=2)[N:15]=[N:16][C:12]=1[C:3]1[CH:4]=[CH:5][C:6]([C:8]([F:9])([F:10])[F:11])=[CH:7][C:2]=1[F:1]. The yield is 0.880.